Predict the product of the given reaction. From a dataset of Forward reaction prediction with 1.9M reactions from USPTO patents (1976-2016). (1) Given the reactants Cl[C:2]1[C:3]2[CH2:24][N:23]([C:25]3[CH:30]=[C:29]([CH:31]([CH3:33])[CH3:32])[CH:28]=[CH:27][C:26]=3[CH3:34])[CH2:22][CH2:21][C:4]=2[N:5]=[C:6]([C:8]2[C:16]([CH3:17])=[CH:15][CH:14]=[C:13]3[C:9]=2[C:10]([CH3:20])=[N:11][N:12]3C=O)[N:7]=1.[F:35][CH2:36][CH2:37][OH:38].[H-].[Na+], predict the reaction product. The product is: [CH3:20][C:10]1[C:9]2[C:13](=[CH:14][CH:15]=[C:16]([CH3:17])[C:8]=2[C:6]2[N:7]=[C:2]([O:38][CH2:37][CH2:36][F:35])[C:3]3[CH2:24][N:23]([C:25]4[CH:30]=[C:29]([CH:31]([CH3:32])[CH3:33])[CH:28]=[CH:27][C:26]=4[CH3:34])[CH2:22][CH2:21][C:4]=3[N:5]=2)[NH:12][N:11]=1. (2) Given the reactants [CH3:1][O:2][C:3]1[CH:8]=[C:7]([CH3:9])[C:6]([S:10]([N:13]([CH2:15][C:16]2[NH:20][C:19]3[C:21]([C:25](OC)=[O:26])=[CH:22][CH:23]=[CH:24][C:18]=3[N:17]=2)[CH3:14])(=[O:12])=[O:11])=[C:5]([CH3:29])[CH:4]=1.[H-].[H-].[H-].[H-].[Li+].[Al+3], predict the reaction product. The product is: [OH:26][CH2:25][C:21]1[C:19]2[NH:20][C:16]([CH2:15][N:13]([CH3:14])[S:10]([C:6]3[C:5]([CH3:29])=[CH:4][C:3]([O:2][CH3:1])=[CH:8][C:7]=3[CH3:9])(=[O:12])=[O:11])=[N:17][C:18]=2[CH:24]=[CH:23][CH:22]=1. (3) The product is: [CH:1]1([CH:7]([NH:19][C:20]2[CH:21]=[CH:22][C:23]([C:26]([NH:28][CH2:29][CH2:30][C:31]([OH:33])=[O:32])=[O:27])=[CH:24][CH:25]=2)[C:8]2[O:9][C:10]3[CH:17]=[C:16]([F:18])[CH:15]=[CH:14][C:11]=3[C:12]=2[CH3:13])[CH2:6][CH2:5][CH2:4][CH2:3][CH2:2]1. Given the reactants [CH:1]1([CH:7]([NH:19][C:20]2[CH:25]=[CH:24][C:23]([C:26]([NH:28][CH2:29][CH2:30][C:31]([O:33]CC)=[O:32])=[O:27])=[CH:22][CH:21]=2)[C:8]2[O:9][C:10]3[CH:17]=[C:16]([F:18])[CH:15]=[CH:14][C:11]=3[C:12]=2[CH3:13])[CH2:6][CH2:5][CH2:4][CH2:3][CH2:2]1.O1CCCC1.[OH-].[Na+], predict the reaction product. (4) Given the reactants [F:1][C:2]([F:15])([F:14])[C:3]1[CH:4]=[C:5]2[C:10](=[CH:11][CH:12]=1)[NH:9][C:8](=O)[CH:7]=[CH:6]2.C([O-])([O-])=O.[Na+].[Na+].O=P(Cl)(Cl)[Cl:24], predict the reaction product. The product is: [Cl:24][C:8]1[CH:7]=[CH:6][C:5]2[C:10](=[CH:11][CH:12]=[C:3]([C:2]([F:15])([F:14])[F:1])[CH:4]=2)[N:9]=1. (5) Given the reactants [CH3:1][O:2][C:3]1[CH:12]=[C:11]2[C:6]([C:7](=O)[CH:8]=[CH:9][NH:10]2)=[CH:5][C:4]=1[C:14]1[N:15]=[N:16][C:17]([N:20]([CH3:31])[CH:21]2[CH2:26][C:25]([CH3:28])([CH3:27])[NH:24][C:23]([CH3:30])([CH3:29])[CH2:22]2)=[CH:18][CH:19]=1.P(Cl)(Cl)([Cl:34])=O.C([O-])([O-])=O.[K+].[K+], predict the reaction product. The product is: [Cl:34][C:7]1[C:6]2[C:11](=[CH:12][C:3]([O:2][CH3:1])=[C:4]([C:14]3[N:15]=[N:16][C:17]([N:20]([CH3:31])[CH:21]4[CH2:26][C:25]([CH3:28])([CH3:27])[NH:24][C:23]([CH3:30])([CH3:29])[CH2:22]4)=[CH:18][CH:19]=3)[CH:5]=2)[N:10]=[CH:9][CH:8]=1.